Task: Predict the reactants needed to synthesize the given product.. Dataset: Full USPTO retrosynthesis dataset with 1.9M reactions from patents (1976-2016) (1) Given the product [Cl:1][C:2]1[CH:3]=[CH:4][C:5]([C:8]2[S:16][C:15]3[C:14](=[O:17])[N:13]([C@H:18]4[CH2:27][CH2:26][C:25]5[C:20](=[CH:21][CH:22]=[C:23]([CH2:28][S:31]([CH3:30])(=[O:33])=[O:32])[CH:24]=5)[CH2:19]4)[CH:12]=[N:11][C:10]=3[CH:9]=2)=[CH:6][CH:7]=1, predict the reactants needed to synthesize it. The reactants are: [Cl:1][C:2]1[CH:7]=[CH:6][C:5]([C:8]2[S:16][C:15]3[C:14](=[O:17])[N:13]([C@H:18]4[CH2:27][CH2:26][C:25]5[C:20](=[CH:21][CH:22]=[C:23]([CH2:28]O)[CH:24]=5)[CH2:19]4)[CH:12]=[N:11][C:10]=3[CH:9]=2)=[CH:4][CH:3]=1.[CH3:30][S:31](Cl)(=[O:33])=[O:32].CCN(CC)CC. (2) The reactants are: [CH2:1]=[CH:2][CH:3]=[CH2:4].[CH2:5]=[CH:6][C:7]1[CH:12]=[CH:11][CH:10]=[CH:9][CH:8]=1.[Li]CCCC.C1(C(C2C=CC=CC=2)=C)C=CC=CC=1.N#N.Cl[Sn](Cl)(Cl)Cl. Given the product [CH2:1]=[CH:2][CH:3]=[CH2:4].[CH2:5]=[CH:6][C:7]1[CH:12]=[CH:11][CH:10]=[CH:9][CH:8]=1, predict the reactants needed to synthesize it. (3) Given the product [C:11]([O:10][C:8]([N:4]1[CH2:5][CH2:6][NH:1][C:2](=[O:7])[CH2:3]1)=[O:9])([CH3:14])([CH3:13])[CH3:12], predict the reactants needed to synthesize it. The reactants are: [NH:1]1[CH2:6][CH2:5][NH:4][CH2:3][C:2]1=[O:7].[C:8](O[C:8]([O:10][C:11]([CH3:14])([CH3:13])[CH3:12])=[O:9])([O:10][C:11]([CH3:14])([CH3:13])[CH3:12])=[O:9].